Predict which catalyst facilitates the given reaction. From a dataset of Catalyst prediction with 721,799 reactions and 888 catalyst types from USPTO. (1) Reactant: [CH3:1][C:2]1[C:10]([CH3:11])=[CH:9][CH:8]=[CH:7][C:3]=1[CH:4]=[N:5][OH:6].CC1C=CC(S(NCl)(=O)=O)=CC=1.[Br:24][C:25]#[C:26][C@@H:27]1[C@:32]([C:34]2[CH:39]=[CH:38][C:37]([F:40])=[C:36]([F:41])[CH:35]=2)([OH:33])[CH2:31][CH2:30][N:29]([C:42]([O:44][C:45]([CH3:48])([CH3:47])[CH3:46])=[O:43])[CH2:28]1. Product: [Br:24][C:25]1[C:4]([C:3]2[CH:7]=[CH:8][CH:9]=[C:10]([CH3:11])[C:2]=2[CH3:1])=[N:5][O:6][C:26]=1[C@@H:27]1[C@:32]([C:34]2[CH:39]=[CH:38][C:37]([F:40])=[C:36]([F:41])[CH:35]=2)([OH:33])[CH2:31][CH2:30][N:29]([C:42]([O:44][C:45]([CH3:48])([CH3:47])[CH3:46])=[O:43])[CH2:28]1. The catalyst class is: 5. (2) Reactant: [F:1][C:2]1[CH:7]=[CH:6][C:5]([NH2:8])=[CH:4][C:3]=1[N+:9]([O-:11])=[O:10].CCN(C(C)C)C(C)C.[F:21][C:22]([F:33])([F:32])[C:23]1[CH:24]=[C:25]([CH:29]=[CH:30][CH:31]=1)[C:26](Cl)=[O:27].O. Product: [F:1][C:2]1[CH:7]=[CH:6][C:5]([NH:8][C:26](=[O:27])[C:25]2[CH:29]=[CH:30][CH:31]=[C:23]([C:22]([F:21])([F:32])[F:33])[CH:24]=2)=[CH:4][C:3]=1[N+:9]([O-:11])=[O:10]. The catalyst class is: 1. (3) Reactant: FC(F)(F)C(O)=O.[F:8][C:9]1[CH:10]=[C:11]([CH2:19][C:20]([O:22]C(C)(C)C)=[O:21])[CH:12]=[C:13]([F:18])[C:14]=1[N+:15]([O-:17])=[O:16]. Product: [F:8][C:9]1[CH:10]=[C:11]([CH2:19][C:20]([OH:22])=[O:21])[CH:12]=[C:13]([F:18])[C:14]=1[N+:15]([O-:17])=[O:16]. The catalyst class is: 2. (4) Reactant: [Si:1]([O:8][CH2:9][C@H:10]1[CH2:15][NH:14][CH2:13][CH2:12][N:11]1[C:16]([O:18][C:19]([CH3:22])([CH3:21])[CH3:20])=[O:17])([C:4]([CH3:7])([CH3:6])[CH3:5])([CH3:3])[CH3:2].Br[C:24]1[CH:25]=[CH:26][C:27]([Cl:30])=[N:28][CH:29]=1.C1(P(C2C=CC=CC=2)C2C3OC4C(=CC=CC=4P(C4C=CC=CC=4)C4C=CC=CC=4)C(C)(C)C=3C=CC=2)C=CC=CC=1.CC(C)([O-])C.[Na+]. Product: [Si:1]([O:8][CH2:9][C@H:10]1[CH2:15][N:14]([C:24]2[CH:29]=[N:28][C:27]([Cl:30])=[CH:26][CH:25]=2)[CH2:13][CH2:12][N:11]1[C:16]([O:18][C:19]([CH3:22])([CH3:21])[CH3:20])=[O:17])([C:4]([CH3:7])([CH3:5])[CH3:6])([CH3:3])[CH3:2]. The catalyst class is: 101. (5) Reactant: [H-].[Na+].C(OP([CH2:11][C:12]([N:14]1[C@H:18]([CH2:19][C:20]2[CH:25]=[CH:24][CH:23]=[CH:22][CH:21]=2)[CH2:17][O:16][C:15]1=[O:26])=[O:13])(=O)OCC)C.[NH2:27][C:28]1[C:35]([C:36]([F:39])([F:38])[F:37])=[CH:34][C:31]([CH:32]=O)=[CH:30][C:29]=1[Cl:40].[NH4+].[Cl-]. Product: [NH2:27][C:28]1[C:35]([C:36]([F:37])([F:38])[F:39])=[CH:34][C:31](/[CH:32]=[CH:11]/[C:12]([N:14]2[C@H:18]([CH2:19][C:20]3[CH:21]=[CH:22][CH:23]=[CH:24][CH:25]=3)[CH2:17][O:16][C:15]2=[O:26])=[O:13])=[CH:30][C:29]=1[Cl:40]. The catalyst class is: 1. (6) Reactant: [CH:1]1[C:10]2[C:5](=[CH:6][CH:7]=[CH:8][CH:9]=2)[CH:4]=[C:3]([C:11](OC)=[O:12])[N:2]=1.[H-].C([Al+]CC(C)C)C(C)C. Product: [CH:1]1[C:10]2[C:5](=[CH:6][CH:7]=[CH:8][CH:9]=2)[CH:4]=[C:3]([CH:11]=[O:12])[N:2]=1. The catalyst class is: 11. (7) Reactant: C(O)(C(F)(F)F)=O.[CH3:8][N:9]([CH2:11][C:12]1[CH:13]=[C:14]([NH:22]C(=O)OC(C)(C)C)[CH:15]=[CH:16][C:17]=1[Si:18]([CH3:21])([CH3:20])[CH3:19])[CH3:10].C([O-])(O)=O.[Na+]. Product: [CH3:10][N:9]([CH2:11][C:12]1[CH:13]=[C:14]([CH:15]=[CH:16][C:17]=1[Si:18]([CH3:20])([CH3:19])[CH3:21])[NH2:22])[CH3:8]. The catalyst class is: 2. (8) Product: [CH3:34][NH:33][C:29]1[N:28]=[C:27]([C:26]2[C:21]([O:20][C:17]3[CH:18]=[CH:19][C:14]([NH:13][C:10]4[NH:9][C:1]([C:2]5[CH:7]=[CH:6][CH:5]=[CH:4][CH:3]=5)=[N:36][N:35]=4)=[CH:15][CH:16]=3)=[N:22][CH:23]=[CH:24][CH:25]=2)[CH:32]=[CH:31][N:30]=1. Reactant: [C:1]([NH:9][C:10](=[N:13][C:14]1[CH:19]=[CH:18][C:17]([O:20][C:21]2[C:26]([C:27]3[CH:32]=[CH:31][N:30]=[C:29]([NH:33][CH3:34])[N:28]=3)=[CH:25][CH:24]=[CH:23][N:22]=2)=[CH:16][CH:15]=1)SC)(=O)[C:2]1[CH:7]=[CH:6][CH:5]=[CH:4][CH:3]=1.[NH2:35][NH2:36]. The catalyst class is: 14. (9) Reactant: [NH2:1][C:2]1[CH:7]=[CH:6][C:5]([OH:8])=[CH:4][CH:3]=1.[CH3:9][C:10]([CH3:16])([CH3:15])[CH2:11][C:12](Cl)=[O:13].N1C=CC=CC=1. Product: [OH:8][C:5]1[CH:6]=[CH:7][C:2]([NH:1][C:12](=[O:13])[CH2:11][C:10]([CH3:16])([CH3:15])[CH3:9])=[CH:3][CH:4]=1. The catalyst class is: 4.